From a dataset of Catalyst prediction with 721,799 reactions and 888 catalyst types from USPTO. Predict which catalyst facilitates the given reaction. (1) Reactant: C[Si](C)(C)[C:3]1[O:11][C:10]2[C:5](=[N:6][C:7]([C:12]([O:14][CH3:15])=[O:13])=[CH:8][CH:9]=2)[CH:4]=1.CO.C([O-])([O-])=O.[K+].[K+]. Product: [O:11]1[C:10]2[C:5](=[N:6][C:7]([C:12]([O:14][CH3:15])=[O:13])=[CH:8][CH:9]=2)[CH:4]=[CH:3]1. The catalyst class is: 6. (2) Reactant: [CH3:1][S:2]([NH:5][C:6]1[CH:7]=[C:8]2[C:12](=[CH:13][CH:14]=1)[N:11]([CH2:15][C:16]([O:18]CC1C=CC=CC=1)=[O:17])[CH2:10][CH2:9]2)(=[O:4])=[O:3]. Product: [CH3:1][S:2]([NH:5][C:6]1[CH:7]=[C:8]2[C:12](=[CH:13][CH:14]=1)[N:11]([CH2:15][C:16]([OH:18])=[O:17])[CH2:10][CH2:9]2)(=[O:3])=[O:4]. The catalyst class is: 838. (3) Reactant: Br[C:2]1[CH:3]=[C:4]([NH2:9])[C:5]([Cl:8])=[N:6][CH:7]=1.[CH3:10][C:11]1([CH3:27])[C:15](C)([CH3:16])[O:14][B:13]([B:13]2[O:14][C:15](C)([CH3:16])[C:11]([CH3:27])([CH3:10])[O:12]2)[O:12]1.C([O-])(=O)C.[K+]. Product: [Cl:8][C:5]1[C:4]([NH2:9])=[CH:3][C:2]([B:13]2[O:12][C:11]([CH3:27])([CH3:10])[CH:15]([CH3:16])[O:14]2)=[CH:7][N:6]=1. The catalyst class is: 294. (4) Reactant: [CH2:1]([S:4]([C:6]1[CH:11]=[CH:10][CH:9]=[CH:8][CH:7]=1)=O)[C:2]#[CH:3].[ClH:12].O1CCOCC1. Product: [Cl:12][CH2:3][C:2]1[C:7]2[CH:8]=[CH:9][CH:10]=[CH:11][C:6]=2[S:4][CH:1]=1. The catalyst class is: 12. (5) Reactant: [CH3:1][S:2](Cl)(=[O:4])=[O:3].[Cl:6][C:7]1[CH:8]=[CH:9][C:10]([S:31]([CH2:34][CH3:35])(=[O:33])=[O:32])=[C:11]([CH2:13][N:14]2[C:23](=[O:24])[C:22]3[C:17](=[CH:18][C:19]([CH2:29][OH:30])=[C:20]([C:25]([F:28])([F:27])[F:26])[CH:21]=3)[N:16]=[CH:15]2)[CH:12]=1.C(N(CC)CC)C.O. Product: [CH3:1][S:2]([O:30][CH2:29][C:19]1[CH:18]=[C:17]2[C:22]([C:23](=[O:24])[N:14]([CH2:13][C:11]3[CH:12]=[C:7]([Cl:6])[CH:8]=[CH:9][C:10]=3[S:31]([CH2:34][CH3:35])(=[O:33])=[O:32])[CH:15]=[N:16]2)=[CH:21][C:20]=1[C:25]([F:28])([F:26])[F:27])(=[O:4])=[O:3]. The catalyst class is: 2. (6) Reactant: COC1C=C(OC)C=CC=1C(Cl)=O.[CH3:14][O:15][C:16]1[CH:17]=[C:18]2[C:23](=[CH:24][C:25]=1[O:26][CH3:27])[N:22]=[CH:21][N:20]=[C:19]2[O:28][C:29]1[CH:35]=[CH:34][C:32]([NH2:33])=[CH:31][CH:30]=1.[CH3:36][O:37][C:38]1[CH:43]=[C:42]([O:44][CH3:45])[CH:41]=[CH:40][C:39]=1[C:46]([N:48]=[C:49]=[S:50])=[O:47]. Product: [CH3:36][O:37][C:38]1[CH:43]=[C:42]([O:44][CH3:45])[CH:41]=[CH:40][C:39]=1[C:46]([N:48]=[C:49]=[S:50])=[O:47].[CH3:36][O:37][C:38]1[CH:43]=[C:42]([O:44][CH3:45])[CH:41]=[CH:40][C:39]=1[C:46]([NH:48][C:49]([NH:33][C:32]1[CH:34]=[CH:35][C:29]([O:28][C:19]2[C:18]3[C:23](=[CH:24][C:25]([O:26][CH3:27])=[C:16]([O:15][CH3:14])[CH:17]=3)[N:22]=[CH:21][N:20]=2)=[CH:30][CH:31]=1)=[S:50])=[O:47]. The catalyst class is: 234.